Dataset: Catalyst prediction with 721,799 reactions and 888 catalyst types from USPTO. Task: Predict which catalyst facilitates the given reaction. (1) Reactant: C(OC(=O)[NH:7][CH2:8][CH2:9][C:10](=[O:46])[N:11]1[CH2:16][CH2:15][N:14]([CH2:17][C:18]2[C:19]([C:40]3[CH:45]=[CH:44][CH:43]=[CH:42][CH:41]=3)=[N:20][C:21]3[C:26]([C:27]=2[C:28](=[O:39])[NH:29][C@H:30]([C:33]2[CH:38]=[CH:37][CH:36]=[CH:35][CH:34]=2)[CH2:31][CH3:32])=[CH:25][CH:24]=[CH:23][CH:22]=3)[CH2:13][CH2:12]1)(C)(C)C.[ClH:48]. Product: [ClH:48].[ClH:48].[C:33]1([C@@H:30]([NH:29][C:28]([C:27]2[C:26]3[C:21](=[CH:22][CH:23]=[CH:24][CH:25]=3)[N:20]=[C:19]([C:40]3[CH:41]=[CH:42][CH:43]=[CH:44][CH:45]=3)[C:18]=2[CH2:17][N:14]2[CH2:13][CH2:12][N:11]([C:10](=[O:46])[CH2:9][CH2:8][NH2:7])[CH2:16][CH2:15]2)=[O:39])[CH2:31][CH3:32])[CH:38]=[CH:37][CH:36]=[CH:35][CH:34]=1. The catalyst class is: 275. (2) The catalyst class is: 10. Reactant: [CH3:1][NH:2][CH2:3][CH2:4][C:5]#[N:6].[CH2:7](Cl)[C:8]1[CH:16]=[CH:15][C:14]2[O:13][CH2:12][O:11][C:10]=2[CH:9]=1. Product: [O:13]1[C:14]2[CH:15]=[CH:16][C:8]([CH2:7][N:2]([CH3:1])[CH2:3][CH2:4][CH2:5][NH2:6])=[CH:9][C:10]=2[O:11][CH2:12]1. (3) Reactant: [Cl:1][C:2]1[C:10]2[C:5](=[CH:6][CH:7]=[CH:8][C:9]=2[N+:11]([O-:13])=[O:12])[NH:4][N:3]=1.C(=O)([O-])[O-].[K+].[K+].Cl.Cl[CH2:22][CH2:23][N:24]1[CH2:28][CH2:27][CH2:26][CH2:25]1. Product: [Cl:1][C:2]1[C:10]2[C:5](=[CH:6][CH:7]=[CH:8][C:9]=2[N+:11]([O-:13])=[O:12])[N:4]([CH2:22][CH2:23][N:24]2[CH2:28][CH2:27][CH2:26][CH2:25]2)[N:3]=1. The catalyst class is: 3. (4) Reactant: [C:1]1([S:7]([CH:10]([CH:13]2[CH2:18][CH2:17][CH2:16][C:15](=[O:19])[CH2:14]2)[C:11]#[N:12])(=[O:9])=[O:8])[CH:6]=[CH:5][CH:4]=[CH:3][CH:2]=1.[H-].[Na+].[CH3:22]I. Product: [C:1]1([S:7]([C:10]([CH:13]2[CH2:18][CH2:17][CH2:16][C:15](=[O:19])[CH2:14]2)([CH3:22])[C:11]#[N:12])(=[O:9])=[O:8])[CH:2]=[CH:3][CH:4]=[CH:5][CH:6]=1. The catalyst class is: 3. (5) Reactant: C([O:4][CH2:5][C:6]([CH3:52])([CH3:51])[CH2:7][N:8]1[C:14]2[CH:15]=[CH:16][C:17]([Cl:19])=[CH:18][C:13]=2[C@@H:12]([C:20]2[CH:25]=[CH:24][CH:23]=[C:22]([O:26][CH3:27])[C:21]=2[O:28][CH3:29])[O:11][C@H:10]([CH2:30][C:31]([NH:33][C:34]2[CH:49]=[CH:48][C:37]3[NH:38][C:39]([S:41][CH2:42][C:43]([O:45]CC)=[O:44])=[N:40][C:36]=3[CH:35]=2)=[O:32])[C:9]1=[O:50])(=O)C.[OH-].[Na+].Cl. Product: [Cl:19][C:17]1[CH:16]=[CH:15][C:14]2[N:8]([CH2:7][C:6]([CH3:52])([CH3:51])[CH2:5][OH:4])[C:9](=[O:50])[C@@H:10]([CH2:30][C:31]([NH:33][C:34]3[CH:49]=[CH:48][C:37]4[NH:38][C:39]([S:41][CH2:42][C:43]([OH:45])=[O:44])=[N:40][C:36]=4[CH:35]=3)=[O:32])[O:11][C@H:12]([C:20]3[CH:25]=[CH:24][CH:23]=[C:22]([O:26][CH3:27])[C:21]=3[O:28][CH3:29])[C:13]=2[CH:18]=1. The catalyst class is: 214. (6) Reactant: [C:1](Cl)(=O)[C:2]([Cl:4])=[O:3].[CH2:7]([S:9][C:10]1C=[CH:17][CH:16]=[CH:15][C:11]=1C(O)=O)[CH3:8].CN(C=O)C. Product: [CH2:7]([S:9][C:10]1[CH:11]=[CH:15][CH:16]=[CH:17][C:1]=1[C:2]([Cl:4])=[O:3])[CH3:8]. The catalyst class is: 2.